This data is from Reaction yield outcomes from USPTO patents with 853,638 reactions. The task is: Predict the reaction yield, written as a fraction of the theoretical maximum amount of product (1.0 means a 100% yield; for example, 0.34 means a 34% yield). The reactants are [NH:1]1[C:5]([C:6]([NH:9][S:10]([C:13]2[CH:18]=[CH:17][C:16]([C:19]3[CH:24]=[CH:23][C:22]([C:25]([F:28])([F:27])[F:26])=[CH:21][CH:20]=3)=[CH:15][CH:14]=2)(=[O:12])=[O:11])([CH3:8])[CH3:7])=[CH:4][N:3]=[N:2]1.O.[Br:30]Br.CCOC(C)=O. The catalyst is CO.C(Cl)(Cl)Cl. The product is [Br:30][C:4]1[N:3]=[N:2][NH:1][C:5]=1[C:6]([NH:9][S:10]([C:13]1[CH:14]=[CH:15][C:16]([C:19]2[CH:24]=[CH:23][C:22]([C:25]([F:26])([F:27])[F:28])=[CH:21][CH:20]=2)=[CH:17][CH:18]=1)(=[O:12])=[O:11])([CH3:8])[CH3:7]. The yield is 0.170.